Dataset: Full USPTO retrosynthesis dataset with 1.9M reactions from patents (1976-2016). Task: Predict the reactants needed to synthesize the given product. Given the product [Cl:1][C:2]1[CH:3]=[C:4]([N:22]([CH2:39][CH3:40])[CH:23]2[CH2:24][CH2:25][N:26]([CH2:29][CH2:30][C:31]3[CH:36]=[CH:35][CH:34]=[C:33]([O:37][CH3:38])[CH:32]=3)[CH2:27][CH2:28]2)[C:5]([CH3:21])=[C:6]([CH:20]=1)[C:7]([NH:9][CH2:10][C:11]1[C:12](=[O:18])[NH:13][N:14]([CH3:17])[C:15]=1[CH3:16])=[O:8], predict the reactants needed to synthesize it. The reactants are: [Cl:1][C:2]1[CH:3]=[C:4]([N:22]([CH2:39][CH3:40])[CH:23]2[CH2:28][CH2:27][N:26]([CH2:29][CH2:30][C:31]3[CH:36]=[CH:35][CH:34]=[C:33]([O:37][CH3:38])[CH:32]=3)[CH2:25][CH2:24]2)[C:5]([CH3:21])=[C:6]([CH:20]=1)[C:7]([NH:9][CH2:10][C:11]1[C:12]([O:18]C)=[N:13][N:14]([CH3:17])[C:15]=1[CH3:16])=[O:8].C(=O)(O)[O-].[Na+].